This data is from Reaction yield outcomes from USPTO patents with 853,638 reactions. The task is: Predict the reaction yield, written as a fraction of the theoretical maximum amount of product (1.0 means a 100% yield; for example, 0.34 means a 34% yield). The reactants are [NH2:1][C:2]1[N:7]=[CH:6][C:5]([N:8]2[C:16]3[C:11](=[CH:12][C:13]([NH2:17])=[CH:14][CH:15]=3)[CH:10]=[CH:9]2)=[CH:4][CH:3]=1.I.[S:19]1[CH:23]=[CH:22][CH:21]=[C:20]1[C:24](SC)=[NH:25]. The catalyst is CCO. The product is [NH2:1][C:2]1[N:7]=[CH:6][C:5]([N:8]2[C:16]3[C:11](=[CH:12][C:13]([NH:17][C:24]([C:20]4[S:19][CH:23]=[CH:22][CH:21]=4)=[NH:25])=[CH:14][CH:15]=3)[CH:10]=[CH:9]2)=[CH:4][CH:3]=1. The yield is 0.489.